This data is from Forward reaction prediction with 1.9M reactions from USPTO patents (1976-2016). The task is: Predict the product of the given reaction. (1) The product is: [CH3:28][NH:27][C:25](=[O:26])[CH:24]([N:6]1[CH2:7][CH2:8][C:9]2[S:10][C:2]([CH3:1])=[CH:3][C:4]=2[CH:5]1[CH2:11][CH2:12][C:13]1[CH:18]=[CH:17][C:16]([C:19]([F:22])([F:21])[F:20])=[CH:15][CH:14]=1)[C:29]1[CH:30]=[CH:31][CH:32]=[CH:33][CH:34]=1. Given the reactants [CH3:1][C:2]1[S:10][C:9]2[CH2:8][CH2:7][NH:6][CH:5]([CH2:11][CH2:12][C:13]3[CH:18]=[CH:17][C:16]([C:19]([F:22])([F:21])[F:20])=[CH:15][CH:14]=3)[C:4]=2[CH:3]=1.Br[CH:24]([C:29]1[CH:34]=[CH:33][CH:32]=[CH:31][CH:30]=1)[C:25]([NH:27][CH3:28])=[O:26].C(N(C(C)C)C(C)C)C.[I-].[Na+], predict the reaction product. (2) Given the reactants C([CH:15]([CH2:21][N+:22]([CH3:25])([CH3:24])[CH3:23])[O:16][P:17]([OH:20])([OH:19])=[O:18])CCCCCCCCCCCCC.C(C(C[N+](C)(C)C)OP(O)(O)=O)(=O)CCCCCCCCCCCCCCCCCCCCC.C(O)CCCCCCCCCCCCC.C(O)(=O)CCCCCCCCCCCCCCCCCCCCC.C(O)CCCCCCCCCCCCCCC.C([CH:132]([CH2:138][N+:139]([CH3:142])([CH3:141])[CH3:140])[O:133][P:134]([OH:137])([OH:136])=[S:135])CCCCCCCCCCCCCCC.P(Cl)(Cl)(Cl)=S, predict the reaction product. The product is: [P:17]([O:16][CH2:15][CH2:21][N+:22]([CH3:25])([CH3:24])[CH3:23])([OH:19])([OH:20])=[O:18].[P:134]([O:133][CH2:132][CH2:138][N+:139]([CH3:142])([CH3:141])[CH3:140])([OH:136])([OH:137])=[S:135]. (3) Given the reactants [F:1][C:2]([F:42])([F:41])[C:3]1[CH:4]=[C:5]([C@H:13]([O:15][C@H:16]2[CH2:20][N:19]([C:21](OC(C)(C)C)=[O:22])[C@@H:18]([CH2:28][CH2:29][CH2:30]C(O)=O)[C@@H:17]2[C:34]2[CH:39]=[CH:38][C:37]([F:40])=[CH:36][CH:35]=2)[CH3:14])[CH:6]=[C:7]([C:9]([F:12])([F:11])[F:10])[CH:8]=1.CCN(C(C)C)C(C)C.C(Cl)CCl, predict the reaction product. The product is: [F:10][C:9]([F:12])([F:11])[C:7]1[CH:6]=[C:5]([C@H:13]([O:15][C@H:16]2[CH2:20][N:19]3[C@@H:18]([CH2:28][CH2:29][CH2:30][C:21]3=[O:22])[C@@H:17]2[C:34]2[CH:39]=[CH:38][C:37]([F:40])=[CH:36][CH:35]=2)[CH3:14])[CH:4]=[C:3]([C:2]([F:41])([F:1])[F:42])[CH:8]=1. (4) Given the reactants C(O[C:4](=[O:26])/[C:5](/[C:24]#[N:25])=[CH:6]/[NH:7][C:8]1[CH:13]=[CH:12][C:11]([O:14][CH3:15])=[C:10]([O:16][CH2:17][C:18]2[CH:23]=[CH:22][CH:21]=[CH:20][CH:19]=2)[CH:9]=1)C.C1C=CC(C2C=CC=CC=2)=CC=1.C1C=CC(OC2C=CC=CC=2)=CC=1, predict the reaction product. The product is: [CH2:17]([O:16][C:10]1[CH:9]=[C:8]2[C:13]([C:4](=[O:26])[C:5]([C:24]#[N:25])=[CH:6][NH:7]2)=[CH:12][C:11]=1[O:14][CH3:15])[C:18]1[CH:19]=[CH:20][CH:21]=[CH:22][CH:23]=1. (5) Given the reactants [Cl:1][C:2]1[CH:3]=[C:4]([O:12][C:13]2[C:22]([CH:23]=[CH2:24])=[CH:21][C:16]([C:17]([O:19]C)=[O:18])=[C:15]([F:25])[CH:14]=2)[CH:5]=[N:6][C:7]=1[O:8][CH:9]([CH3:11])[CH3:10].[OH-].[Li+], predict the reaction product. The product is: [Cl:1][C:2]1[CH:3]=[C:4]([O:12][C:13]2[C:22]([CH:23]=[CH2:24])=[CH:21][C:16]([C:17]([OH:19])=[O:18])=[C:15]([F:25])[CH:14]=2)[CH:5]=[N:6][C:7]=1[O:8][CH:9]([CH3:10])[CH3:11]. (6) Given the reactants [F:1][C:2]1[CH:3]=[C:4]([S:8]([C:11]2[CH:12]=[N:13][C:14]3[C:19]([CH:20]=2)=[CH:18][CH:17]=[CH:16][C:15]=3I)(=[O:10])=[O:9])[CH:5]=[CH:6][CH:7]=1.[C@@H:22]12[CH2:28][N:27](C(OC(C)(C)C)=O)[C@@H:26]1[CH2:25][NH:24][CH2:23]2.[ClH:36], predict the reaction product. The product is: [ClH:36].[F:1][C:2]1[CH:3]=[C:4]([S:8]([C:11]2[CH:12]=[N:13][C:14]3[C:19]([CH:20]=2)=[CH:18][CH:17]=[CH:16][C:15]=3[N:24]2[CH2:25][C@@H:26]3[C@@H:22]([CH2:28][NH2+:27]3)[CH2:23]2)(=[O:10])=[O:9])[CH:5]=[CH:6][CH:7]=1. (7) The product is: [CH:16]1[C:12]2=[CH:11][C:10]3[CH:17]=[CH:18][C:19](=[O:20])[O:21][C:9]=3[C:8]([OH:7])=[C:13]2[O:14][CH:15]=1. Given the reactants CO.CC(C)=CC[O:7][C:8]1[C:13]2[O:14][CH:15]=[CH:16][C:12]=2[CH:11]=[C:10]2[CH:17]=[CH:18][C:19]([O:21][C:9]=12)=[O:20].C(N(CC)C1C=CC=CC=1)C, predict the reaction product. (8) The product is: [C:1]([O:5][C:6](=[O:7])[NH:8][C:9]1[CH:10]=[N:11][C:12]([Cl:18])=[CH:13][C:14]=1[C:15]([N:35]1[CH2:36][CH2:37][CH:32]([N:28]2[CH2:29][CH2:30][CH2:31][C:25]3([C:24](=[O:38])[O:23][C:22]([CH3:21])([CH3:39])[CH2:26]3)[CH2:27]2)[CH2:33][CH2:34]1)=[O:17])([CH3:2])([CH3:3])[CH3:4]. Given the reactants [C:1]([O:5][C:6]([NH:8][C:9]1[C:14]([C:15]([OH:17])=O)=[CH:13][C:12]([Cl:18])=[N:11][CH:10]=1)=[O:7])([CH3:4])([CH3:3])[CH3:2].Cl.Cl.[CH3:21][C:22]1([CH3:39])[CH2:26][C:25]2([CH2:31][CH2:30][CH2:29][N:28]([CH:32]3[CH2:37][CH2:36][NH:35][CH2:34][CH2:33]3)[CH2:27]2)[C:24](=[O:38])[O:23]1.C(OC(C)C)(C)C, predict the reaction product. (9) The product is: [OH:1][C:2]1[CH:3]=[C:4]2[C:8](=[CH:9][CH:10]=1)[NH:7][C:6]([C:11]([O:13][CH3:15])=[O:12])=[CH:5]2. Given the reactants [OH:1][C:2]1[CH:3]=[C:4]2[C:8](=[CH:9][CH:10]=1)[NH:7][C:6]([C:11]([OH:13])=[O:12])=[CH:5]2.Cl.[CH3:15]O, predict the reaction product.